Predict the product of the given reaction. From a dataset of Forward reaction prediction with 1.9M reactions from USPTO patents (1976-2016). (1) Given the reactants [NH2:1][C:2](=[O:20])[C@@H:3]([NH:12]C(=O)OC(C)(C)C)[CH2:4][C:5]1[CH:10]=[CH:9][C:8]([I:11])=[CH:7][CH:6]=1.FC(F)(F)C(O)=O, predict the reaction product. The product is: [NH2:12][C@@H:3]([CH2:4][C:5]1[CH:6]=[CH:7][C:8]([I:11])=[CH:9][CH:10]=1)[C:2]([NH2:1])=[O:20]. (2) Given the reactants O1[C:5]2([CH2:10][CH2:9][CH:8]([N:11]3[C:16](=[O:17])[C:15]([CH2:18][C:19]4[CH:24]=[CH:23][C:22]([C:25]5[C:26]([C:31]#[N:32])=[CH:27][CH:28]=[CH:29][CH:30]=5)=[C:21]([CH3:33])[CH:20]=4)=[C:14]([CH2:34][CH2:35][CH3:36])[N:13]4[N:37]=[CH:38][CH:39]=[C:12]34)[CH2:7][CH2:6]2)[O:4]CC1.Cl.[OH-].[Na+], predict the reaction product. The product is: [OH:4][C@H:5]1[CH2:6][CH2:7][C@H:8]([N:11]2[C:16](=[O:17])[C:15]([CH2:18][C:19]3[CH:24]=[CH:23][C:22]([C:25]4[C:26]([C:31]#[N:32])=[CH:27][CH:28]=[CH:29][CH:30]=4)=[C:21]([CH3:33])[CH:20]=3)=[C:14]([CH2:34][CH2:35][CH3:36])[N:13]3[N:37]=[CH:38][CH:39]=[C:12]23)[CH2:9][CH2:10]1. (3) Given the reactants [Cl:1][C:2]1[CH:7]=[C:6]([CH2:8][CH2:9][OH:10])[CH:5]=[C:4]([Cl:11])[C:3]=1[OH:12].CC(C)([O-])C.[K+].[Cl:19][C:20]1[N:21]=[N:22][C:23](Cl)=[CH:24][C:25]=1[CH:26]([CH3:28])[CH3:27], predict the reaction product. The product is: [Cl:1][C:2]1[CH:7]=[C:6]([CH2:8][CH2:9][OH:10])[CH:5]=[C:4]([Cl:11])[C:3]=1[O:12][C:23]1[N:22]=[N:21][C:20]([Cl:19])=[C:25]([CH:26]([CH3:28])[CH3:27])[CH:24]=1. (4) Given the reactants C([O:8][C:9]1[CH:10]=[C:11]([N:23]([CH2:25][CH:26]2[CH2:28][CH2:27]2)[CH3:24])[N:12]=[N:13][C:14]=1[O:15]CC1C=CC=CC=1)C1C=CC=CC=1, predict the reaction product. The product is: [CH:26]1([CH2:25][N:23]([CH3:24])[C:11]2[CH:10]=[C:9]([OH:8])[C:14](=[O:15])[NH:13][N:12]=2)[CH2:27][CH2:28]1. (5) Given the reactants [CH3:1][NH:2][C@H:3]([C:21](O)=[O:22])[C:4]([CH3:20])([CH3:19])[C:5]1[CH:10]=[C:9]([C:11]([F:14])([F:13])[F:12])[CH:8]=[C:7]([C:15]([F:18])([F:17])[F:16])[CH:6]=1.F[P-](F)(F)(F)(F)F.N1(O[P+](N2CCCC2)(N2CCCC2)N2CCCC2)C2C=CC=CC=2N=N1.C(N(C(C)C)CC)(C)C.Cl.[CH3:67]/[C:68](=[CH:74]\[C@@H:75]([N:79]([CH3:88])[C:80](=[O:87])[C@H:81]([C:83]([CH3:86])([CH3:85])[CH3:84])[NH2:82])[CH:76]([CH3:78])[CH3:77])/[C:69]([O:71][CH2:72][CH3:73])=[O:70], predict the reaction product. The product is: [CH3:1][NH:2][C@H:3]([C:21]([NH:82][C@H:81]([C:80]([N:79]([C@@H:75]([CH:76]([CH3:77])[CH3:78])/[CH:74]=[C:68](\[CH3:67])/[C:69]([O:71][CH2:72][CH3:73])=[O:70])[CH3:88])=[O:87])[C:83]([CH3:85])([CH3:86])[CH3:84])=[O:22])[C:4]([CH3:19])([CH3:20])[C:5]1[CH:6]=[C:7]([C:15]([F:18])([F:17])[F:16])[CH:8]=[C:9]([C:11]([F:13])([F:14])[F:12])[CH:10]=1. (6) Given the reactants [C:1]([O:4][CH2:5][CH2:6][CH2:7][N:8]1[C:13](=[O:14])[C:12]([N+:15]([O-])=O)=[C:11](/[CH:18]=[CH:19]/[C:20]2[CH:25]=[CH:24][CH:23]=[C:22]([Cl:26])[CH:21]=2)[N:10]([CH3:27])[C:9]1=[O:28])(=[O:3])[CH3:2].[O-]S(S([O-])=O)=O.[Na+].[Na+], predict the reaction product. The product is: [Cl:26][C:22]1[CH:21]=[C:20]([C:19]2[NH:15][C:12]3[C:13](=[O:14])[N:8]([CH2:7][CH2:6][CH2:5][O:4][C:1](=[O:3])[CH3:2])[C:9](=[O:28])[N:10]([CH3:27])[C:11]=3[CH:18]=2)[CH:25]=[CH:24][CH:23]=1. (7) Given the reactants [F:1][C:2]([F:29])([F:28])[C:3]([C:18]1[CH:27]=[CH:26][C:21]([O:22][CH2:23][CH2:24]O)=[CH:20][CH:19]=1)([O:8]CC1C=CC(OC)=CC=1)[C:4]([F:7])([F:6])[F:5].[CH3:30][O:31][C:32](=[O:41])[CH2:33][C:34]1[CH:39]=[CH:38][C:37]([OH:40])=[CH:36][CH:35]=1.COC(=O)C, predict the reaction product. The product is: [CH3:30][O:31][C:32](=[O:41])[CH2:33][C:34]1[CH:39]=[CH:38][C:37]([O:40][CH2:24][CH2:23][O:22][C:21]2[CH:20]=[CH:19][C:18]([C:3]([OH:8])([C:2]([F:1])([F:28])[F:29])[C:4]([F:6])([F:7])[F:5])=[CH:27][CH:26]=2)=[CH:36][CH:35]=1.